This data is from Full USPTO retrosynthesis dataset with 1.9M reactions from patents (1976-2016). The task is: Predict the reactants needed to synthesize the given product. (1) Given the product [CH3:1][O:2][C:3]([C:5]1[S:6][C:7]([C:21]#[C:22][C:23]([CH3:26])([CH3:25])[CH3:24])=[CH:8][C:9]=1[N:10]([C:11](=[O:20])[C:12]1[CH:17]=[CH:16][C:15]([Cl:18])=[CH:14][C:13]=1[Cl:19])[CH2:30][CH2:31][O:32][CH3:33])=[O:4], predict the reactants needed to synthesize it. The reactants are: [CH3:1][O:2][C:3]([C:5]1[S:6][C:7]([C:21]#[C:22][C:23]([CH3:26])([CH3:25])[CH3:24])=[CH:8][C:9]=1[NH:10][C:11](=[O:20])[C:12]1[CH:17]=[CH:16][C:15]([Cl:18])=[CH:14][C:13]=1[Cl:19])=[O:4].[H-].[Na+].Br[CH2:30][CH2:31][O:32][CH3:33]. (2) Given the product [F:30][C:31]1[CH:36]=[C:35]([O:29][CH2:28][C:25]2[CH:24]=[CH:23][C:22]([CH2:21][N:9]([CH2:8][CH2:7][C:1]3[CH:6]=[CH:5][CH:4]=[CH:3][CH:2]=3)[C:10]3[S:11][CH:12]=[C:13]([C:15]4[CH:20]=[CH:19][CH:18]=[CH:17][CH:16]=4)[N:14]=3)=[CH:27][CH:26]=2)[CH:34]=[C:33]([F:38])[C:32]=1[CH2:39][CH2:40][C:41]([O:43][CH2:44][CH3:45])=[O:42], predict the reactants needed to synthesize it. The reactants are: [C:1]1([CH2:7][CH2:8][N:9]([CH2:21][C:22]2[CH:27]=[CH:26][C:25]([CH2:28][OH:29])=[CH:24][CH:23]=2)[C:10]2[S:11][CH:12]=[C:13]([C:15]3[CH:20]=[CH:19][CH:18]=[CH:17][CH:16]=3)[N:14]=2)[CH:6]=[CH:5][CH:4]=[CH:3][CH:2]=1.[F:30][C:31]1[CH:36]=[C:35](O)[CH:34]=[C:33]([F:38])[C:32]=1[CH2:39][CH2:40][C:41]([O:43][CH2:44][CH3:45])=[O:42].C(P(CCCC)CCCC)CCC.N(C(N1CCCCC1)=O)=NC(N1CCCCC1)=O.